The task is: Regression. Given a peptide amino acid sequence and an MHC pseudo amino acid sequence, predict their binding affinity value. This is MHC class II binding data.. This data is from Peptide-MHC class II binding affinity with 134,281 pairs from IEDB. (1) The peptide sequence is LLSTRDLAF. The binding affinity (normalized) is 0. The MHC is DRB1_0301 with pseudo-sequence DRB1_0301. (2) The peptide sequence is EAGKESCFCYFDCSK. The MHC is HLA-DQA10501-DQB10201 with pseudo-sequence HLA-DQA10501-DQB10201. The binding affinity (normalized) is 0.326.